Dataset: Full USPTO retrosynthesis dataset with 1.9M reactions from patents (1976-2016). Task: Predict the reactants needed to synthesize the given product. (1) Given the product [C:1]([O:5][C:6]([N:8]1[CH2:12][C@@H:11]([CH2:13][N:14]([CH:31]([CH3:33])[CH3:32])[C:15](=[O:30])[C:16]2[CH:21]=[CH:20][C:19]([O:22][CH3:23])=[C:18]([O:24][CH2:25][CH2:26][CH2:27][O:28][CH3:29])[CH:17]=2)[C@H:10]([NH:34][S:35]([CH2:38][C:39]2[CH:44]=[CH:43][CH:42]=[C:41]([NH:45][C:46](=[O:48])[CH3:47])[CH:40]=2)(=[O:36])=[O:37])[CH2:9]1)=[O:7])([CH3:3])([CH3:4])[CH3:2], predict the reactants needed to synthesize it. The reactants are: [C:1]([O:5][C:6]([N:8]1[CH2:12][C@@H:11]([CH2:13][N:14]([CH:31]([CH3:33])[CH3:32])[C:15](=[O:30])[C:16]2[CH:21]=[CH:20][C:19]([O:22][CH3:23])=[C:18]([O:24][CH2:25][CH2:26][CH2:27][O:28][CH3:29])[CH:17]=2)[C@H:10]([NH:34][S:35]([CH2:38][C:39]2[CH:44]=[CH:43][CH:42]=[C:41]([NH2:45])[CH:40]=2)(=[O:37])=[O:36])[CH2:9]1)=[O:7])([CH3:4])([CH3:3])[CH3:2].[C:46](Cl)(=[O:48])[CH3:47].CCN(CC)CC.C([O-])(O)=O.[Na+]. (2) Given the product [NH2:19][C:20]1[C:25]([C:26]#[N:27])=[C:24]([NH:18][CH:16]([C:8]2[N:9]=[C:10]3[N:15]=[CH:14][CH:13]=[CH:12][N:11]3[C:7]=2[C:2]2[CH:3]=[CH:4][CH:5]=[CH:6][N:1]=2)[CH3:17])[N:23]=[CH:22][N:21]=1, predict the reactants needed to synthesize it. The reactants are: [N:1]1[CH:6]=[CH:5][CH:4]=[CH:3][C:2]=1[C:7]1[N:11]2[CH:12]=[CH:13][CH:14]=[N:15][C:10]2=[N:9][C:8]=1[CH:16]([NH2:18])[CH3:17].[NH2:19][C:20]1[C:25]([C:26]#[N:27])=[C:24](Cl)[N:23]=[CH:22][N:21]=1.CCN(C(C)C)C(C)C. (3) Given the product [CH2:1]([C:3]1[CH:4]=[N:5][C:6]([N:9]2[CH2:14][CH2:13][CH:12]([C@H:15]3[CH2:17][C@H:16]3[CH2:18][O:19][CH2:20][C:21]3[CH:22]=[CH:23][C:24]([N:25]4[CH:32]=[N:30][N:29]=[N:28]4)=[CH:26][CH:27]=3)[CH2:11][CH2:10]2)=[N:7][CH:8]=1)[CH3:2], predict the reactants needed to synthesize it. The reactants are: [CH2:1]([C:3]1[CH:4]=[N:5][C:6]([N:9]2[CH2:14][CH2:13][CH:12]([C@H:15]3[CH2:17][C@H:16]3[CH2:18][O:19][CH2:20][C:21]3[CH:27]=[CH:26][C:24]([NH2:25])=[CH:23][CH:22]=3)[CH2:11][CH2:10]2)=[N:7][CH:8]=1)[CH3:2].[N-:28]=[N+:29]=[N-:30].[Na+].[CH:32](OC)(OC)OC.C(O)(=O)C.C([O-])(O)=O.[Na+]. (4) Given the product [F:1][C:2]1[CH:3]=[C:4]([NH:12][C:13]([NH:29][CH:24]([CH3:23])[C:25]([CH3:28])([CH3:27])[CH3:26])=[C:14]([S:17]([CH3:20])(=[O:19])=[O:18])[C:15]#[N:16])[CH:5]=[C:6]([C:8]([F:11])([F:10])[F:9])[CH:7]=1, predict the reactants needed to synthesize it. The reactants are: [F:1][C:2]1[CH:3]=[C:4]([NH:12][C:13](SC)=[C:14]([S:17]([CH3:20])(=[O:19])=[O:18])[C:15]#[N:16])[CH:5]=[C:6]([C:8]([F:11])([F:10])[F:9])[CH:7]=1.[CH3:23][CH:24]([NH2:29])[C:25]([CH3:28])([CH3:27])[CH3:26]. (5) Given the product [Br:18][C:15]1[CH:16]=[CH:17][C:12]([C:9]2[C:8]3[CH:19]=[CH:20][C:5]([O:4][CH2:3][CH2:2][N:25]([CH2:24][CH2:23][O:22][CH3:21])[CH3:26])=[CH:6][C:7]=3[S:11][N:10]=2)=[CH:13][CH:14]=1, predict the reactants needed to synthesize it. The reactants are: Br[CH2:2][CH2:3][O:4][C:5]1[CH:20]=[CH:19][C:8]2[C:9]([C:12]3[CH:17]=[CH:16][C:15]([Br:18])=[CH:14][CH:13]=3)=[N:10][S:11][C:7]=2[CH:6]=1.[CH3:21][O:22][CH2:23][CH2:24][NH:25][CH3:26]. (6) Given the product [F:17][C:18]1[CH:38]=[C:37]([N+:39]([O-:41])=[O:40])[CH:36]=[CH:35][C:19]=1[O:20][C:2]1[CH:7]=[CH:6][N:5]=[C:4]2[CH:8]=[C:9]([C:11]3[N:12]=[CH:13][N:14]([CH3:16])[CH:15]=3)[S:10][C:3]=12, predict the reactants needed to synthesize it. The reactants are: Cl[C:2]1[CH:7]=[CH:6][N:5]=[C:4]2[CH:8]=[C:9]([C:11]3[N:12]=[CH:13][N:14]([CH3:16])[CH:15]=3)[S:10][C:3]=12.[F:17][C:18]1[CH:38]=[C:37]([N+:39]([O-:41])=[O:40])[CH:36]=[CH:35][C:19]=1[O:20]C1C=CN=C2C=C(C3SC=CN=3)SC=12. (7) The reactants are: [CH:1]1([C:7]2[C:8]3[CH:9]=[CH:10][C:11]([C:28]([O:30]C)=[O:29])=[CH:12][C:13]=3[N:14]3[C:20]=2[C:19]2[CH:21]=[CH:22][CH:23]=[C:24]4[N:25]=[C:26]([CH3:27])[N:17]([C:18]=24)[CH2:16][CH2:15]3)[CH2:6][CH2:5][CH2:4][CH2:3][CH2:2]1.Cl. Given the product [CH:1]1([C:7]2[C:8]3[CH:9]=[CH:10][C:11]([C:28]([OH:30])=[O:29])=[CH:12][C:13]=3[N:14]3[C:20]=2[C:19]2[CH:21]=[CH:22][CH:23]=[C:24]4[N:25]=[C:26]([CH3:27])[N:17]([C:18]=24)[CH2:16][CH2:15]3)[CH2:2][CH2:3][CH2:4][CH2:5][CH2:6]1, predict the reactants needed to synthesize it.